From a dataset of Full USPTO retrosynthesis dataset with 1.9M reactions from patents (1976-2016). Predict the reactants needed to synthesize the given product. (1) Given the product [Br:1][C:2]1[N+:3]([O-:12])=[CH:4][C:5]([NH:14][CH3:13])=[C:6]([N+:8]([O-:10])=[O:9])[CH:7]=1, predict the reactants needed to synthesize it. The reactants are: [Br:1][C:2]1[CH:7]=[C:6]([N+:8]([O-:10])=[O:9])[C:5](F)=[CH:4][N+:3]=1[O-:12].[CH3:13][NH2:14].C(O)C. (2) Given the product [C:12]1(=[N:2][OH:3])[C:11]2[C:6](=[CH:7][CH:8]=[CH:9][CH:10]=2)[CH2:5][CH2:4][CH2:14]1, predict the reactants needed to synthesize it. The reactants are: Cl.[NH2:2][OH:3].[CH2:4]1[CH2:14][C:12](=O)[C:11]2[C:6](=[CH:7][CH:8]=[CH:9][CH:10]=2)[CH2:5]1. (3) Given the product [CH2:26]([CH:10]1[CH2:9][NH:8][CH2:13][CH2:12][N:11]1[C:14]1[CH:21]=[CH:20][C:17]([C:18]#[N:19])=[C:16]([C:22]([F:25])([F:24])[F:23])[CH:15]=1)[CH3:27], predict the reactants needed to synthesize it. The reactants are: C([N:8]1[CH2:13][CH2:12][N:11]([C:14]2[CH:21]=[CH:20][C:17]([C:18]#[N:19])=[C:16]([C:22]([F:25])([F:24])[F:23])[CH:15]=2)[CH:10]([CH2:26][CH3:27])[CH2:9]1)C1C=CC=CC=1.[H][H]. (4) Given the product [Cl:21][C:15]1[CH:16]=[C:17]([F:20])[CH:18]=[CH:19][C:14]=1[C:12](=[O:13])[CH2:11][N:2]1[C:3]([C:6]([O:8][CH3:9])=[O:7])=[N:4][CH:5]=[N:1]1, predict the reactants needed to synthesize it. The reactants are: [NH:1]1[CH:5]=[N:4][C:3]([C:6]([O:8][CH3:9])=[O:7])=[N:2]1.Br[CH2:11][C:12]([C:14]1[CH:19]=[CH:18][C:17]([F:20])=[CH:16][C:15]=1[Cl:21])=[O:13].